From a dataset of Reaction yield outcomes from USPTO patents with 853,638 reactions. Predict the reaction yield, written as a fraction of the theoretical maximum amount of product (1.0 means a 100% yield; for example, 0.34 means a 34% yield). (1) The reactants are FC(F)(F)[C:3]([OH:5])=[O:4].C(O[BH-](OC(=O)C)OC(=O)C)(=O)C.[Na+].[NH2:22][C:23]1[C:24]([C:28]2[N:32]([C:33]3[CH:38]=[CH:37][C:36]([F:39])=[C:35]([Br:40])[CH:34]=3)C(=O)O[N:29]=2)=[N:25][O:26][N:27]=1.[C:42]([O:46][C:47](=[O:52])[NH:48][CH2:49][CH:50]=O)([CH3:45])([CH3:44])[CH3:43]. The catalyst is C1COCC1. The product is [Br:40][C:35]1[CH:34]=[C:33]([N:32]2[C:28]([C:24]3[C:23]([NH:22][CH2:50][CH2:49][NH:48][C:47](=[O:52])[O:46][C:42]([CH3:45])([CH3:44])[CH3:43])=[N:27][O:26][N:25]=3)=[N:29][C:3](=[O:4])[O:5]2)[CH:38]=[CH:37][C:36]=1[F:39]. The yield is 0.805. (2) The reactants are [NH2:1][C:2]1[CH:10]=[CH:9][C:8]([F:11])=[C:7]([F:12])[C:3]=1[C:4](O)=[O:5].CC[N:15]=C=NCCCN(C)C.Cl.Cl.C1C=CC2N(O)N=NC=2C=1.N. The catalyst is O1CCCC1. The product is [NH2:1][C:2]1[CH:10]=[CH:9][C:8]([F:11])=[C:7]([F:12])[C:3]=1[C:4]([NH2:15])=[O:5]. The yield is 0.720. (3) The reactants are B.O1CCCC1.[Br:7][C:8]1[CH:17]=[C:16]2[C:11]([O:12][CH2:13][C:14](=O)[NH:15]2)=[N:10][CH:9]=1. The catalyst is O1CCCC1. The product is [Br:7][C:8]1[CH:17]=[C:16]2[C:11]([O:12][CH2:13][CH2:14][NH:15]2)=[N:10][CH:9]=1. The yield is 0.690.